Dataset: Peptide-MHC class I binding affinity with 185,985 pairs from IEDB/IMGT. Task: Regression. Given a peptide amino acid sequence and an MHC pseudo amino acid sequence, predict their binding affinity value. This is MHC class I binding data. The peptide sequence is TMLVRQMTK. The MHC is HLA-A03:01 with pseudo-sequence HLA-A03:01. The binding affinity (normalized) is 0.872.